This data is from Full USPTO retrosynthesis dataset with 1.9M reactions from patents (1976-2016). The task is: Predict the reactants needed to synthesize the given product. (1) Given the product [CH2:1]([C:3]1[CH:8]=[CH:7][C:6]([C:9]2[C:13]([CH2:14][O:15][C:16]3[CH:21]=[CH:20][C:19]([CH2:22][CH2:23][C:24]([O:26][CH2:27][CH3:28])=[O:25])=[C:18]([CH3:29])[C:17]=3[CH3:30])=[C:12]([CH:31]([CH3:33])[CH3:32])[S:11][N:10]=2)=[CH:5][CH:4]=1)[CH3:2], predict the reactants needed to synthesize it. The reactants are: [CH2:1]([C:3]1[CH:8]=[CH:7][C:6]([C:9]2[C:13]([CH2:14][O:15][C:16]3[CH:21]=[CH:20][C:19]([CH2:22][CH2:23][C:24]([O:26][CH2:27][CH3:28])=[O:25])=[C:18]([CH3:29])[C:17]=3[CH3:30])=[C:12]([C:31]([CH3:33])=[CH2:32])[S:11][N:10]=2)=[CH:5][CH:4]=1)[CH3:2].[H][H]. (2) The reactants are: [Cl:1][C:2]1[CH:9]=[C:8]([Cl:10])[CH:7]=[CH:6][C:3]=1[CH2:4][NH2:5].[BH4-].[Na+].Br[CH2:14][C:15]([C:17]1[CH:22]=[CH:21][CH:20]=[CH:19][C:18]=1[NH:23][C:24](=[O:26])[CH3:25])=[O:16]. Given the product [Cl:1][C:2]1[CH:9]=[C:8]([Cl:10])[CH:7]=[CH:6][C:3]=1[CH2:4][NH:5][CH2:14][CH:15]([C:17]1[CH:22]=[CH:21][CH:20]=[CH:19][C:18]=1[NH:23][C:24](=[O:26])[CH3:25])[OH:16], predict the reactants needed to synthesize it. (3) Given the product [C:2]1([CH:1]=[CH:11][C:9]([C:8]2[CH:7]=[CH:6][CH:5]=[CH:4][CH:3]=2)=[O:10])[CH:17]=[CH:18][CH:13]=[CH:14][CH:15]=1, predict the reactants needed to synthesize it. The reactants are: [CH2:1]1[CH2:11][C:9](=[O:10])[C:8]2[C:3](=[CH:4][CH:5]=[CH:6][CH:7]=2)[CH2:2]1.C(=O)[C:13]1[CH:18]=[CH:17]C=[CH:15][CH:14]=1.[OH-].[Na+].